This data is from Catalyst prediction with 721,799 reactions and 888 catalyst types from USPTO. The task is: Predict which catalyst facilitates the given reaction. (1) Product: [Cl:8][C:9]1[CH:14]=[N:13][CH:12]=[C:11]([O:6][CH2:5][CH:4]([CH3:7])[CH3:3])[N:10]=1. Reactant: [H-].[Na+].[CH3:3][CH:4]([CH3:7])[CH2:5][OH:6].[Cl:8][C:9]1[CH:14]=[N:13][CH:12]=[C:11](Cl)[N:10]=1. The catalyst class is: 1. (2) Reactant: C(N([P:8]([N:12]([CH:16]([CH3:18])[CH3:17])[CH:13]([CH3:15])[CH3:14])(Cl)([O-])[O-])C(C)C)(C)C.[C:19]([NH:27][C:28]1[CH:64]=[CH:63][N:31]([C@@H:32]2[O:62][C@H:36]([CH2:37][O:38][C:39]([C:56]3[CH:61]=[CH:60][CH:59]=[CH:58][CH:57]=3)([C:48]3[CH:53]=[CH:52][C:51]([O:54][CH3:55])=[CH:50][CH:49]=3)[C:40]3[CH:45]=[CH:44][C:43]([O:46][CH3:47])=[CH:42][CH:41]=3)[C@@H:34]([OH:35])[CH2:33]2)[C:30](=[O:65])[N:29]=1)(=[O:26])C1C=CC=CC=1.[CH2:66](N(C(C)C)C(C)C)C.[C:75]([O:78][C@@H:79]1[C@@H:89]([O:90][C:91](=[O:93])[CH3:92])[C@H:88]([O:94][C:95](=[O:97])[CH3:96])[C@@H:87]([CH2:98][O:99][C:100](=[O:102])[CH3:101])[O:86][C@H:80]1[O:81][CH2:82][CH2:83][CH2:84]O)(=[O:77])[CH3:76].N1C=NN=N1. Product: [C:19]([NH:27][C:28]1[CH:64]=[CH:63][N:31]([C@@H:32]2[O:62][C@H:36]([CH2:37][O:38][C:39]([C:56]3[CH:61]=[CH:60][CH:59]=[CH:58][CH:57]=3)([C:40]3[CH:45]=[CH:44][C:43]([O:46][CH3:47])=[CH:42][CH:41]=3)[C:48]3[CH:49]=[CH:50][C:51]([O:54][CH3:55])=[CH:52][CH:53]=3)[C@@H:34]([O:35][P:8]([N:12]([CH:13]([CH3:14])[CH3:15])[CH:16]([CH3:17])[CH3:18])[CH2:84][CH2:83][CH2:82][O:81][C@@H:80]3[O:86][C@H:87]([CH2:98][O:99][C:100](=[O:102])[CH3:101])[C@@H:88]([O:94][C:95](=[O:97])[CH3:96])[C@H:89]([O:90][C:91](=[O:93])[CH3:92])[C@H:79]3[O:78][C:75](=[O:77])[CH3:76])[CH2:33]2)[C:30](=[O:65])[N:29]=1)(=[O:26])[CH3:66]. The catalyst class is: 4.